Dataset: Reaction yield outcomes from USPTO patents with 853,638 reactions. Task: Predict the reaction yield, written as a fraction of the theoretical maximum amount of product (1.0 means a 100% yield; for example, 0.34 means a 34% yield). The reactants are [Br:1][C:2]1[C:3]([N:10]2[N:14]=[CH:13][CH:12]=[N:11]2)=[C:4]([N+:7]([O-])=O)[S:5][CH:6]=1.C(O)(=O)C. The catalyst is [Fe].O. The product is [Br:1][C:2]1[C:3]([N:10]2[N:14]=[CH:13][CH:12]=[N:11]2)=[C:4]([NH2:7])[S:5][CH:6]=1. The yield is 0.660.